This data is from Reaction yield outcomes from USPTO patents with 853,638 reactions. The task is: Predict the reaction yield, written as a fraction of the theoretical maximum amount of product (1.0 means a 100% yield; for example, 0.34 means a 34% yield). (1) The reactants are [Cl:1][C:2]1[CH:16]=[CH:15][C:5]([C:6]([N:8]2[CH2:13][CH2:12][CH2:11][C@@H:10]([NH2:14])[CH2:9]2)=[O:7])=[CH:4][CH:3]=1.[Cl:17][C:18]1[CH:26]=[CH:25][C:21]([C:22](Cl)=[O:23])=[CH:20][CH:19]=1.[OH-].[Na+].[Cl-].[Na+]. The catalyst is ClC1C=CC=CC=1. The product is [Cl:1][C:2]1[CH:16]=[CH:15][C:5]([C:6]([N:8]2[CH2:13][CH2:12][CH2:11][C@@H:10]([NH:14][C:22](=[O:23])[C:21]3[CH:25]=[CH:26][C:18]([Cl:17])=[CH:19][CH:20]=3)[CH2:9]2)=[O:7])=[CH:4][CH:3]=1. The yield is 0.360. (2) The reactants are [N:1]1([C:5]([C:7]2[CH:25]=[CH:24][C:10]3[NH:11][C:12](=[N:14][C:15](=[O:23])[C:16]4[CH:21]=[CH:20][C:19]([CH3:22])=[CH:18][CH:17]=4)[S:13][C:9]=3[CH:8]=2)=[O:6])[CH2:4][CH2:3][CH2:2]1.C(=O)([O-])[O-].[K+].[K+].Br[CH:33]([CH2:38][CH3:39])[C:34]([O:36][CH3:37])=[O:35]. The catalyst is CN(C)C=O. The product is [N:1]1([C:5]([C:7]2[CH:25]=[CH:24][C:10]3[N:11]([CH:33]([CH2:38][CH3:39])[C:34]([O:36][CH3:37])=[O:35])[C:12](=[N:14][C:15](=[O:23])[C:16]4[CH:21]=[CH:20][C:19]([CH3:22])=[CH:18][CH:17]=4)[S:13][C:9]=3[CH:8]=2)=[O:6])[CH2:2][CH2:3][CH2:4]1. The yield is 0.520. (3) The reactants are [CH3:1][S:2](Cl)(=[O:4])=[O:3].[Cl:6][C:7]1[CH:12]=[CH:11][C:10]([CH:13]2[O:17][CH2:16][CH:15]([OH:18])[CH2:14]2)=[CH:9][CH:8]=1. The catalyst is C(Cl)Cl. The product is [CH3:1][S:2]([O:18][CH:15]1[CH2:14][CH:13]([C:10]2[CH:11]=[CH:12][C:7]([Cl:6])=[CH:8][CH:9]=2)[O:17][CH2:16]1)(=[O:4])=[O:3]. The yield is 0.710. (4) The reactants are [Cl-].O[NH3+:3].[C:4](=[O:7])([O-])[OH:5].[Na+].CS(C)=O.[CH3:13][C:14]1[N:15]([CH2:39][C:40]2[C:48]3[C:43](=[CH:44][CH:45]=[CH:46][CH:47]=3)[N:42]([CH3:49])[N:41]=2)[C:16](=[O:38])[C:17]([CH2:23][C:24]2[CH:29]=[CH:28][C:27]([C:30]3[C:31]([C:36]#[N:37])=[CH:32][CH:33]=[CH:34][CH:35]=3)=[CH:26][CH:25]=2)=[C:18]([CH2:20][CH2:21][CH3:22])[N:19]=1. The catalyst is C(OCC)(=O)C. The product is [CH3:13][C:14]1[N:15]([CH2:39][C:40]2[C:48]3[C:43](=[CH:44][CH:45]=[CH:46][CH:47]=3)[N:42]([CH3:49])[N:41]=2)[C:16](=[O:38])[C:17]([CH2:23][C:24]2[CH:29]=[CH:28][C:27]([C:30]3[CH:35]=[CH:34][CH:33]=[CH:32][C:31]=3[C:36]3[NH:3][C:4](=[O:7])[O:5][N:37]=3)=[CH:26][CH:25]=2)=[C:18]([CH2:20][CH2:21][CH3:22])[N:19]=1. The yield is 0.510. (5) The reactants are [NH2:1][CH2:2][CH2:3][C:4]1[N:8]=[CH:7][NH:6][CH:5]=1.[C:9]([C:17]1[CH:25]=[CH:24][CH:23]=[CH:22][C:18]=1[C:19]([OH:21])=O)(=[O:16])[C:10]1[CH:15]=[CH:14][CH:13]=[CH:12][CH:11]=1.[CH:26](=O)[C:27]1[CH:32]=[CH:31][CH:30]=[CH:29][CH:28]=1.[C:34]1([CH:40]([C:44]2[CH:49]=[CH:48][CH:47]=[CH:46][CH:45]=2)[CH2:41][N+:42]#[C-:43])[CH:39]=[CH:38][CH:37]=[CH:36][CH:35]=1.C[OH:51]. No catalyst specified. The product is [C:9]([C:17]1[CH:25]=[CH:24][CH:23]=[CH:22][C:18]=1[C:19]([N:1]([CH:26]([C:43](=[O:51])[NH:42][CH2:41][CH:40]([C:34]1[CH:35]=[CH:36][CH:37]=[CH:38][CH:39]=1)[C:44]1[CH:45]=[CH:46][CH:47]=[CH:48][CH:49]=1)[C:27]1[CH:32]=[CH:31][CH:30]=[CH:29][CH:28]=1)[CH2:2][CH2:3][C:4]1[N:8]=[CH:7][NH:6][CH:5]=1)=[O:21])(=[O:16])[C:10]1[CH:11]=[CH:12][CH:13]=[CH:14][CH:15]=1. The yield is 0.470.